This data is from Full USPTO retrosynthesis dataset with 1.9M reactions from patents (1976-2016). The task is: Predict the reactants needed to synthesize the given product. (1) Given the product [Br:13][C:14]1[CH:15]=[C:16]([CH:21]([N:22]=[C:1]=[S:2])[C:23]2[CH:28]=[CH:27][C:26]([O:29][CH3:30])=[C:25]([CH3:31])[CH:24]=2)[CH:17]=[CH:18][C:19]=1[F:20], predict the reactants needed to synthesize it. The reactants are: [C:1](N1C=CN=C1)(N1C=CN=C1)=[S:2].[Br:13][C:14]1[CH:15]=[C:16]([CH:21]([C:23]2[CH:28]=[CH:27][C:26]([O:29][CH3:30])=[C:25]([CH3:31])[CH:24]=2)[NH2:22])[CH:17]=[CH:18][C:19]=1[F:20]. (2) Given the product [NH2:23][C:20]1[N:21]=[CH:22][C:17]([C:3]2[CH:4]=[CH:5][C:6]([C:25]3[C:26]([C:27]([NH2:29])=[O:28])=[CH:30][CH:31]=[CH:32][CH:33]=3)=[CH:7][C:2]=2[F:1])=[N:18][CH:19]=1, predict the reactants needed to synthesize it. The reactants are: [F:1][C:2]1[CH:7]=[C:6](B2OC(C)(C)C(C)(C)O2)[CH:5]=[CH:4][C:3]=1[C:17]1[N:18]=[CH:19][C:20]([NH2:23])=[N:21][CH:22]=1.Br[C:25]1[CH:33]=[CH:32][CH:31]=[CH:30][C:26]=1[C:27]([NH2:29])=[O:28]. (3) Given the product [Br:19][C:17]1[CH:18]=[C:13]([NH:11][C:8]2[CH:7]=[CH:6][C:5]([S:2]([CH3:1])(=[O:4])=[O:3])=[CH:10][N:9]=2)[C:14](=[O:21])[N:15]([CH3:20])[CH:16]=1, predict the reactants needed to synthesize it. The reactants are: [CH3:1][S:2]([C:5]1[CH:6]=[CH:7][C:8]([NH2:11])=[N:9][CH:10]=1)(=[O:4])=[O:3].Br[C:13]1[C:14](=[O:21])[N:15]([CH3:20])[CH:16]=[C:17]([Br:19])[CH:18]=1.C(=O)([O-])[O-].[Cs+].[Cs+].CC1(C)C2C(=C(P(C3C=CC=CC=3)C3C=CC=CC=3)C=CC=2)OC2C(P(C3C=CC=CC=3)C3C=CC=CC=3)=CC=CC1=2. (4) Given the product [CH:17]1([CH2:16][N:13]2[C:12]3[CH:20]=[CH:21][C:9]([OH:8])=[C:10]([C:22]([F:24])([F:25])[F:23])[C:11]=3[N:15]=[N:14]2)[CH2:19][CH2:18]1, predict the reactants needed to synthesize it. The reactants are: C([O:8][C:9]1[CH:21]=[CH:20][C:12]2[N:13]([CH2:16][CH:17]3[CH2:19][CH2:18]3)[N:14]=[N:15][C:11]=2[C:10]=1[C:22]([F:25])([F:24])[F:23])C1C=CC=CC=1. (5) Given the product [C:9]([O:13][C:14]([NH:16][C:17]1[CH:18]=[CH:19][C:20]([C:33]2([C:35]#[N:36])[CH2:4][CH2:34]2)=[C:21]([CH:32]=1)[CH2:22][N:23]([CH3:31])[C:24](=[O:30])[O:25][C:26]([CH3:27])([CH3:28])[CH3:29])=[O:15])([CH3:10])([CH3:11])[CH3:12], predict the reactants needed to synthesize it. The reactants are: [H-].[Na+].[I-].[CH3:4][S+](C)(C)=O.[C:9]([O:13][C:14]([NH:16][C:17]1[CH:18]=[CH:19][C:20]([C:33]([C:35]#[N:36])=[CH2:34])=[C:21]([CH:32]=1)[CH2:22][N:23]([CH3:31])[C:24](=[O:30])[O:25][C:26]([CH3:29])([CH3:28])[CH3:27])=[O:15])([CH3:12])([CH3:11])[CH3:10]. (6) The reactants are: [Cl:1][C:2]1[CH:10]=[CH:9][CH:8]=[C:7]2[C:3]=1[C:4]([C:15]([OH:17])=O)=[CH:5][N:6]2[CH2:11][CH2:12][O:13][CH3:14].[NH2:18][CH2:19][C:20]1([OH:28])[CH2:25][CH2:24][C:23]([F:27])([F:26])[CH2:22][CH2:21]1.CN(C(ON1N=NC2C=CC=NC1=2)=[N+](C)C)C.F[P-](F)(F)(F)(F)F.CCN(C(C)C)C(C)C. Given the product [Cl:1][C:2]1[CH:10]=[CH:9][CH:8]=[C:7]2[C:3]=1[C:4]([C:15]([NH:18][CH2:19][C:20]1([OH:28])[CH2:21][CH2:22][C:23]([F:27])([F:26])[CH2:24][CH2:25]1)=[O:17])=[CH:5][N:6]2[CH2:11][CH2:12][O:13][CH3:14], predict the reactants needed to synthesize it. (7) Given the product [C:34]([O:33][C:31]([C:11]1[CH:10]=[CH:9][C:8]2[C:7]([CH:1]3[CH2:6][CH2:5][CH2:4][CH2:3][CH2:2]3)=[C:15]3[C:16]4[CH:28]=[CH:27][C:26]([O:29][CH3:30])=[CH:25][C:17]=4[CH:18]=[C:19]([C:21]([OH:23])=[O:22])[CH2:20][N:14]3[C:13]=2[CH:12]=1)=[O:32])([CH3:37])([CH3:35])[CH3:36], predict the reactants needed to synthesize it. The reactants are: [CH:1]1([C:7]2[C:8]3[CH:9]=[CH:10][C:11]([C:31]([O:33][C:34]([CH3:37])([CH3:36])[CH3:35])=[O:32])=[CH:12][C:13]=3[N:14]3[CH2:20][C:19]([C:21]([O:23]C)=[O:22])=[CH:18][C:17]4[CH:25]=[C:26]([O:29][CH3:30])[CH:27]=[CH:28][C:16]=4[C:15]=23)[CH2:6][CH2:5][CH2:4][CH2:3][CH2:2]1.[OH-].C([N+](CCCC)(CCCC)CCCC)CCC.Cl.P([O-])(O)(O)=O.[Na+]. (8) Given the product [Cl:1][C:2]1[S:6][C:5]([C:7]([NH:13][CH2:10][CH:11]=[CH2:12])=[O:9])=[C:4]([Si:15]([CH3:17])([CH3:16])[CH3:14])[CH:3]=1, predict the reactants needed to synthesize it. The reactants are: [Cl:1][C:2]1[S:6][C:5]([C:7]([OH:9])=O)=[CH:4][CH:3]=1.[CH2:10]([NH2:13])[CH:11]=[CH2:12].[CH3:14][Si:15](Cl)([CH3:17])[CH3:16]. (9) Given the product [C:13]([C:15]1[CH:16]=[CH:17][C:18]2[N:22]([S:9]([C:6]3[CH:7]=[CH:8][C:3]([O:2][CH3:1])=[CH:4][CH:5]=3)(=[O:11])=[O:10])[C:21](=[O:23])[N:20]([CH:24]([C:32]3[CH:37]=[CH:36][CH:35]=[CH:34][CH:33]=3)[C:25]([O:27][C:28]([CH3:31])([CH3:30])[CH3:29])=[O:26])[C:19]=2[CH:38]=1)#[N:14], predict the reactants needed to synthesize it. The reactants are: [CH3:1][O:2][C:3]1[CH:8]=[CH:7][C:6]([S:9](Cl)(=[O:11])=[O:10])=[CH:5][CH:4]=1.[C:13]([C:15]1[CH:16]=[CH:17][C:18]2[NH:22][C:21](=[O:23])[N:20]([CH:24]([C:32]3[CH:37]=[CH:36][CH:35]=[CH:34][CH:33]=3)[C:25]([O:27][C:28]([CH3:31])([CH3:30])[CH3:29])=[O:26])[C:19]=2[CH:38]=1)#[N:14].C(N(CC)CC)C.O. (10) Given the product [ClH:1].[NH2:13][CH2:14][C:15]1[CH:20]=[CH:19][C:18]([C:21]([F:23])([F:24])[F:22])=[C:17]([CH:25]2[CH2:30][CH2:29][N:28]([C:31]([C:33]3[C:41]4[C:36](=[C:37]([CH3:42])[CH:38]=[CH:39][CH:40]=4)[N:35]([CH2:43][CH2:44][O:45][CH3:46])[CH:34]=3)=[O:32])[CH2:27][CH2:26]2)[CH:16]=1, predict the reactants needed to synthesize it. The reactants are: [ClH:1].CCOCC.C(OC(=O)[NH:13][CH2:14][C:15]1[CH:20]=[CH:19][C:18]([C:21]([F:24])([F:23])[F:22])=[C:17]([C:25]2[CH2:26][CH2:27][N:28]([C:31]([C:33]3[C:41]4[C:36](=[C:37]([CH3:42])[CH:38]=[CH:39][CH:40]=4)[N:35]([CH2:43][CH2:44][O:45][CH3:46])[CH:34]=3)=[O:32])[CH2:29][CH:30]=2)[CH:16]=1)(C)(C)C.